This data is from Reaction yield outcomes from USPTO patents with 853,638 reactions. The task is: Predict the reaction yield, written as a fraction of the theoretical maximum amount of product (1.0 means a 100% yield; for example, 0.34 means a 34% yield). (1) The reactants are C(OC([N:8]([CH2:39][C:40]([O:42]C(C)(C)C)=[O:41])[C:9]1[CH:14]=[CH:13][CH:12]=[C:11]([CH:15]([CH2:26][C:27]2[CH:32]=[CH:31][CH:30]=[C:29]([CH2:33][CH2:34][CH2:35][CH2:36][CH2:37][CH3:38])[CH:28]=2)[NH:16][S:17]([C:20]2[CH:25]=[CH:24][CH:23]=[CH:22][N:21]=2)(=[O:19])=[O:18])[N:10]=1)=O)(C)(C)C.Cl.O1CCOCC1. The catalyst is C(Cl)Cl. The product is [CH2:33]([C:29]1[CH:28]=[C:27]([CH:32]=[CH:31][CH:30]=1)[CH2:26][CH:15]([NH:16][S:17]([C:20]1[CH:25]=[CH:24][CH:23]=[CH:22][N:21]=1)(=[O:19])=[O:18])[C:11]1[N:10]=[C:9]([NH:8][CH2:39][C:40]([OH:42])=[O:41])[CH:14]=[CH:13][CH:12]=1)[CH2:34][CH2:35][CH2:36][CH2:37][CH3:38]. The yield is 0.800. (2) The product is [CH3:29][C:25]1[C:26]([C:27]#[N:28])=[C:21]([NH:19][C@H:17]([C:7]2[N:6]=[C:5]3[CH:4]=[CH:3][N:2]([CH3:1])[C:10]3=[CH:9][C:8]=2[N:11]2[CH2:12][CH2:13][O:14][CH2:15][CH2:16]2)[CH3:18])[N:22]=[C:23]([S:30][CH3:31])[N:24]=1. The catalyst is CN(C=O)C. The reactants are [CH3:1][N:2]1[C:10]2[C:5](=[N:6][C:7]([C@@H:17]([NH2:19])[CH3:18])=[C:8]([N:11]3[CH2:16][CH2:15][O:14][CH2:13][CH2:12]3)[CH:9]=2)[CH:4]=[CH:3]1.Cl[C:21]1[C:26]([C:27]#[N:28])=[C:25]([CH3:29])[N:24]=[C:23]([S:30][CH3:31])[N:22]=1.CCN(CC)CC. The yield is 0.670. (3) The reactants are [F:1][C:2]1[CH:7]=[C:6]([F:8])[CH:5]=[CH:4][C:3]=1[C:9]1[CH:14]=[CH:13][C:12]([C@@H:15]([N:17]2[CH2:22][CH2:21][C@@:20]([C:26]3[CH:31]=[CH:30][C:29]([F:32])=[CH:28][CH:27]=3)([CH2:23][CH2:24][OH:25])[O:19][C:18]2=[O:33])[CH3:16])=[CH:11][CH:10]=1.[H-].[Na+].[CH2:36](Br)[CH:37]=[CH2:38]. The catalyst is C1COCC1. The product is [CH2:38]([O:25][CH2:24][CH2:23][C@@:20]1([C:26]2[CH:27]=[CH:28][C:29]([F:32])=[CH:30][CH:31]=2)[O:19][C:18](=[O:33])[N:17]([C@H:15]([C:12]2[CH:13]=[CH:14][C:9]([C:3]3[CH:4]=[CH:5][C:6]([F:8])=[CH:7][C:2]=3[F:1])=[CH:10][CH:11]=2)[CH3:16])[CH2:22][CH2:21]1)[CH:37]=[CH2:36]. The yield is 0.920. (4) The reactants are [F:1][C:2]([F:16])([F:15])[C:3]1[CH:4]=[CH:5][C:6]([N:9]2[CH2:13][CH2:12][C@@H:11]([OH:14])[CH2:10]2)=[N:7][CH:8]=1.C(N(CC)CC)C.[CH3:24][S:25](Cl)(=[O:27])=[O:26].N(CC)(CC)CC.Cl. The catalyst is ClCCl. The product is [F:16][C:2]([F:1])([F:15])[C:3]1[CH:4]=[CH:5][C:6]([N:9]2[CH2:13][CH2:12][C@@H:11]([O:14][S:25]([CH3:24])(=[O:27])=[O:26])[CH2:10]2)=[N:7][CH:8]=1. The yield is 0.830. (5) The reactants are [CH3:1][C:2]1[C:3]([NH:8][C:9](=O)OC(C)(C)C)=[N:4][CH:5]=[CH:6][CH:7]=1.[CH2:16]([Li])[CH2:17][CH2:18][CH3:19].CN(OC)C(C1CCC1)=O.Cl. The catalyst is O1CCCC1. The product is [CH:16]1([C:9]2[NH:8][C:3]3=[N:4][CH:5]=[CH:6][CH:7]=[C:2]3[CH:1]=2)[CH2:19][CH2:18][CH2:17]1. The yield is 0.780. (6) The yield is 0.431. The reactants are [CH2:1]([O:4][C:5]1([CH3:49])[CH2:10][CH2:9][N:8]([C:11]2[N:16]3[N:17]=[C:18]([C:20](=[O:36])[NH:21][CH2:22][CH:23]([OH:35])[CH2:24][C:25]4[CH:30]=[CH:29][CH:28]=[CH:27][C:26]=4[O:31][CH2:32][CH:33]=C)[CH:19]=[C:15]3[N:14]=[C:13]([CH3:37])[C:12]=2[C@H:38]([O:44][C:45]([CH3:48])([CH3:47])[CH3:46])[C:39]([O:41][CH2:42][CH3:43])=[O:40])[CH2:7][CH2:6]1)[CH:2]=C.[H][H].C[N+]1([O-])CCOCC1. The product is [C:45]([O:44][C@@H:38]([C:12]1[C:13]([CH3:37])=[N:14][C:15]2=[CH:19][C:18]3=[N:17][N:16]2[C:11]=1[N:8]1[CH2:7][CH2:6][C:5]([CH3:49])([O:4][CH2:1][CH2:2][CH2:33][CH2:32][O:31][C:26]2[CH:27]=[CH:28][CH:29]=[CH:30][C:25]=2[CH2:24][C:23](=[O:35])[CH2:22][NH:21][C:20]3=[O:36])[CH2:10][CH2:9]1)[C:39]([O:41][CH2:42][CH3:43])=[O:40])([CH3:46])([CH3:47])[CH3:48]. The catalyst is ClCCCl.CC1C=C(C)C(N2C(=[Ru](Cl)(Cl)=CC3C=CC=CC=3OC(C)C)N(C3C(C)=CC(C)=CC=3C)CC2)=C(C)C=1.[Pd].CCC[N+](CCC)(CCC)CCC.[O-][Ru](=O)(=O)=O.